Dataset: Full USPTO retrosynthesis dataset with 1.9M reactions from patents (1976-2016). Task: Predict the reactants needed to synthesize the given product. (1) The reactants are: Br[C:2]1[CH:11]=[CH:10][C:5]2[C:6](=[O:9])[O:7][CH2:8][C:4]=2[C:3]=1[Cl:12].[CH2:13]([Sn](CCCC)(CCCC)CCCC)[CH:14]=[CH2:15].[Cl-].[Li+]. Given the product [CH2:15]([C:2]1[CH:11]=[CH:10][C:5]2[C:6](=[O:9])[O:7][CH2:8][C:4]=2[C:3]=1[Cl:12])[CH:14]=[CH2:13], predict the reactants needed to synthesize it. (2) Given the product [CH3:2][NH:3][C:6]([CH:8]1[CH2:12][C:11]2[CH:13]=[C:14]([NH:17][C:18]3[N:23]=[C:22]([NH:24][C:25]4[CH:30]=[CH:29][CH:28]=[C:27]([O:31][C:32]([F:34])([F:35])[F:33])[CH:26]=4)[C:21]([F:36])=[CH:20][N:19]=3)[CH:15]=[CH:16][C:10]=2[O:9]1)=[O:5], predict the reactants needed to synthesize it. The reactants are: Cl.[CH3:2][NH2:3].C[O:5][C:6]([CH:8]1[CH2:12][C:11]2[CH:13]=[C:14]([NH:17][C:18]3[N:23]=[C:22]([NH:24][C:25]4[CH:30]=[CH:29][CH:28]=[C:27]([O:31][C:32]([F:35])([F:34])[F:33])[CH:26]=4)[C:21]([F:36])=[CH:20][N:19]=3)[CH:15]=[CH:16][C:10]=2[O:9]1)=O. (3) Given the product [OH:17][C:15]1[CH:14]=[CH:13][C:12]2[C:8]([CH2:7][N:6]([C:19]3[CH:26]=[CH:25][C:22]([C:23]#[N:24])=[CH:21][CH:20]=3)[N:1]3[CH:5]=[CH:4][N:3]=[CH:2]3)=[CH:9][S:10][C:11]=2[CH:16]=1, predict the reactants needed to synthesize it. The reactants are: [N:1]1([N:6]([C:19]2[CH:26]=[CH:25][C:22]([C:23]#[N:24])=[CH:21][CH:20]=2)[CH2:7][C:8]2[C:12]3[CH:13]=[CH:14][C:15]([O:17]C)=[CH:16][C:11]=3[S:10][CH:9]=2)[CH:5]=[CH:4][N:3]=[CH:2]1.B(Br)(Br)Br.C([O-])(O)=O.[Na+].